From a dataset of Peptide-MHC class II binding affinity with 134,281 pairs from IEDB. Regression. Given a peptide amino acid sequence and an MHC pseudo amino acid sequence, predict their binding affinity value. This is MHC class II binding data. (1) The peptide sequence is ETALKKAITAMSEAQKAAKP. The MHC is HLA-DPA10201-DPB10101 with pseudo-sequence HLA-DPA10201-DPB10101. The binding affinity (normalized) is 0.478. (2) The MHC is HLA-DQA10501-DQB10201 with pseudo-sequence HLA-DQA10501-DQB10201. The binding affinity (normalized) is 0.427. The peptide sequence is AFILDGDNLFHKV. (3) The peptide sequence is ASTNDDEVLIEVNPP. The MHC is HLA-DQA10102-DQB10501 with pseudo-sequence HLA-DQA10102-DQB10501. The binding affinity (normalized) is 0.388. (4) The peptide sequence is SCWRGDSNWAQNRMK. The MHC is DRB1_1302 with pseudo-sequence DRB1_1302. The binding affinity (normalized) is 0.204.